This data is from Catalyst prediction with 721,799 reactions and 888 catalyst types from USPTO. The task is: Predict which catalyst facilitates the given reaction. (1) Reactant: C[O:2][C:3](=[O:30])[CH2:4][CH2:5][CH:6]([N:8]1[C:12]2[CH:13]=[CH:14][CH:15]=[CH:16][C:11]=2[N:10]([CH2:17][CH:18]2[C:26]3[C:21](=[CH:22][CH:23]=[CH:24][C:25]=3[CH3:27])[N:20]([CH3:28])[CH2:19]2)[C:9]1=[O:29])[CH3:7]. Product: [CH3:28][N:20]1[C:21]2[C:26](=[C:25]([CH3:27])[CH:24]=[CH:23][CH:22]=2)[C:18]([CH2:17][N:10]2[C:11]3[CH:16]=[CH:15][CH:14]=[CH:13][C:12]=3[N:8]([CH:6]([CH3:7])[CH2:5][CH2:4][C:3]([OH:30])=[O:2])[C:9]2=[O:29])=[CH:19]1. The catalyst class is: 38. (2) Reactant: F[C:2]1[CH:9]=[C:8]([C:10]2[CH:15]=[C:14]([N:16]3[CH2:20][CH2:19][CH2:18][C@H:17]3[CH3:21])[N:13]=[C:12]([NH:22][CH3:23])[N:11]=2)[CH:7]=[C:6]([S:24][CH3:25])[C:3]=1[C:4]#[N:5].CCO.CCN(C(C)C)C(C)C.[NH2:38][NH2:39]. Product: [CH3:23][NH:22][C:12]1[N:11]=[C:10]([C:8]2[CH:9]=[C:2]3[C:3]([C:4]([NH2:5])=[N:38][NH:39]3)=[C:6]([S:24][CH3:25])[CH:7]=2)[CH:15]=[C:14]([N:16]2[CH2:20][CH2:19][CH2:18][C@H:17]2[CH3:21])[N:13]=1. The catalyst class is: 6. (3) Reactant: [CH3:1][C:2]([S:24][S:25][CH3:26])([CH3:23])[CH2:3][CH2:4][CH2:5][O:6][C:7]1[CH:12]=[C:11]([C:13](OCC)=[O:14])[N:10]=[C:9]([C:18](OCC)=[O:19])[CH:8]=1.[Cl-].[Ca+2].[Cl-].[BH4-].[Na+]. Product: [CH3:23][C:2]([S:24][S:25][CH3:26])([CH3:1])[CH2:3][CH2:4][CH2:5][O:6][C:7]1[CH:8]=[C:9]([CH2:18][OH:19])[N:10]=[C:11]([CH2:13][OH:14])[CH:12]=1. The catalyst class is: 8.